From a dataset of Catalyst prediction with 721,799 reactions and 888 catalyst types from USPTO. Predict which catalyst facilitates the given reaction. (1) Reactant: Cl[C:2]1[CH:7]=[CH:6][N:5]2[N:8]=[CH:9][C:10]([CH:11]=[O:12])=[C:4]2[N:3]=1.[F:13][C:14]1[CH:19]=[CH:18][CH:17]=[CH:16][C:15]=1B(O)O.C(=O)([O-])[O-].[Cs+].[Cs+].O. Product: [F:13][C:14]1[CH:19]=[CH:18][CH:17]=[CH:16][C:15]=1[C:2]1[CH:7]=[CH:6][N:5]2[N:8]=[CH:9][C:10]([CH:11]=[O:12])=[C:4]2[N:3]=1. The catalyst class is: 710. (2) Reactant: O=[CH:2][CH2:3][C@@H:4]([NH:13][C:14]1[CH:19]=[CH:18][C:17]([S:20]([NH2:23])(=[O:22])=[O:21])=[CH:16][C:15]=1[S:24]([C:27]([F:30])([F:29])[F:28])(=[O:26])=[O:25])[CH2:5][S:6][C:7]1[CH:12]=[CH:11][CH:10]=[CH:9][CH:8]=1.[Si:31]([O:38][CH2:39][CH2:40][NH:41][CH2:42][CH3:43])([C:34]([CH3:37])([CH3:36])[CH3:35])([CH3:33])[CH3:32].C(O[BH-](OC(=O)C)OC(=O)C)(=O)C.[Na+]. Product: [Si:31]([O:38][CH2:39][CH2:40][N:41]([CH2:42][CH3:43])[CH2:2][CH2:3][C@@H:4]([NH:13][C:14]1[CH:19]=[CH:18][C:17]([S:20]([NH2:23])(=[O:22])=[O:21])=[CH:16][C:15]=1[S:24]([C:27]([F:29])([F:30])[F:28])(=[O:26])=[O:25])[CH2:5][S:6][C:7]1[CH:12]=[CH:11][CH:10]=[CH:9][CH:8]=1)([C:34]([CH3:37])([CH3:36])[CH3:35])([CH3:33])[CH3:32]. The catalyst class is: 26. (3) Reactant: [NH2:1][CH2:2][C@H:3]([OH:17])[CH2:4][O:5][C:6]1[C:13]([CH3:14])=[CH:12][C:9]([C:10]#[N:11])=[CH:8][C:7]=1[CH2:15][CH3:16].[C:18](O)(=[O:21])[CH2:19][OH:20].C1C=CC2N(O)N=NC=2C=1.CCN=C=NCCCN(C)C.Cl. Product: [C:10]([C:9]1[CH:12]=[C:13]([CH3:14])[C:6]([O:5][CH2:4][C@@H:3]([OH:17])[CH2:2][NH:1][C:19](=[O:20])[CH2:18][OH:21])=[C:7]([CH2:15][CH3:16])[CH:8]=1)#[N:11]. The catalyst class is: 554. (4) Reactant: Cl.C(O[C:5]([C:7]1[NH:8][CH:9]=[CH:10][C:11]=1[NH2:12])=[O:6])C.C(O)(=O)C.[CH:17](N)=[NH:18]. Product: [N:12]1[C:11]2[CH:10]=[CH:9][NH:8][C:7]=2[C:5](=[O:6])[NH:18][CH:17]=1. The catalyst class is: 14. (5) Reactant: [C:1]([O:6][CH3:7])(=[O:5])[C:2]([CH3:4])=[CH2:3].[CH3:8][CH:9]([NH:11][C:12]([CH:14]=[CH2:15])=[O:13])[CH3:10].N(C(C)(CC)C#N)=NC(C)(CC)C#N. Product: [CH3:8][CH:9]([NH:11][C:12]([CH:14]=[CH2:15])=[O:13])[CH3:10].[C:1]([O:6][CH3:7])(=[O:5])[C:2]([CH3:4])=[CH2:3]. The catalyst class is: 13. (6) Reactant: [NH2:1][CH2:2][CH2:3][CH2:4][C@H:5]([NH:21][C:22]([C:24]1[O:25][C:26]2[CH:32]=[CH:31][CH:30]=[CH:29][C:27]=2[CH:28]=1)=[O:23])[C:6]([NH:8][CH2:9][CH2:10][C:11]1[CH:20]=[CH:19][C:14]([C:15]([O:17][CH3:18])=[O:16])=[CH:13][CH:12]=1)=[O:7].[C:33]1([CH2:39][CH2:40][C:41](O)=[O:42])[CH:38]=[CH:37][CH:36]=[CH:35][CH:34]=1.C1C=CC2N(O)N=NC=2C=1. Product: [O:25]1[C:26]2[CH:32]=[CH:31][CH:30]=[CH:29][C:27]=2[CH:28]=[C:24]1[C:22]([NH:21][C@@H:5]([CH2:4][CH2:3][CH2:2][NH:1][C:41](=[O:42])[CH2:40][CH2:39][C:33]1[CH:38]=[CH:37][CH:36]=[CH:35][CH:34]=1)[C:6]([NH:8][CH2:9][CH2:10][C:11]1[CH:20]=[CH:19][C:14]([C:15]([O:17][CH3:18])=[O:16])=[CH:13][CH:12]=1)=[O:7])=[O:23]. The catalyst class is: 9. (7) Reactant: [Cl:1][C:2]1[CH:3]=[C:4]([C@@H:8]2[C@H:13]([C:14]3[CH:19]=[CH:18][C:17]([Cl:20])=[CH:16][CH:15]=3)[O:12][C:11](=[O:21])[C@@H:10]([CH3:22])[CH2:9]2)[CH:5]=[CH:6][CH:7]=1.Cl[C:24]1C=C([C@H]2[C@@H](C3C=CC(Cl)=CC=3)OC(=O)[C@H](C)C2)C=C[CH:29]=1.[CH2:45](Br)C=C.C(#N)C.C(=O)=O.C[Si]([N-][Si](C)(C)C)(C)C.[Li+]. Product: [CH2:22]([C@@:10]1([CH3:45])[CH2:9][C@H:8]([C:4]2[CH:5]=[CH:6][CH:7]=[C:2]([Cl:1])[CH:3]=2)[C@H:13]([C:14]2[CH:15]=[CH:16][C:17]([Cl:20])=[CH:18][CH:19]=2)[O:12][C:11]1=[O:21])[CH:24]=[CH2:29]. The catalyst class is: 7. (8) Reactant: [CH:1]([C:3]1[CH:4]=[C:5]([CH:10]=[CH:11][C:12]=1[OH:13])[C:6]([O:8][CH3:9])=[O:7])=[O:2].C(=O)([O-])[O-].[K+].[K+].CN(C)C=O.I[CH:26]([CH3:28])[CH3:27]. Product: [CH:1]([C:3]1[CH:4]=[C:5]([CH:10]=[CH:11][C:12]=1[O:13][CH:26]([CH3:28])[CH3:27])[C:6]([O:8][CH3:9])=[O:7])=[O:2]. The catalyst class is: 13.